From a dataset of Catalyst prediction with 721,799 reactions and 888 catalyst types from USPTO. Predict which catalyst facilitates the given reaction. Reactant: Cl.[Si]([O:9][CH2:10][CH2:11][C:12]1[S:16][C:15]([CH2:17][CH2:18][N:19]2[CH2:37][CH2:36][C:22]3([O:27][CH2:26][CH2:25][N:24]([C:28]([C:30]4[N:31]=[C:32]([CH3:35])[S:33][CH:34]=4)=[O:29])[CH2:23]3)[CH2:21][CH2:20]2)=[CH:14][CH:13]=1)(C(C)(C)C)(C)C. Product: [OH:9][CH2:10][CH2:11][C:12]1[S:16][C:15]([CH2:17][CH2:18][N:19]2[CH2:20][CH2:21][C:22]3([O:27][CH2:26][CH2:25][N:24]([C:28]([C:30]4[N:31]=[C:32]([CH3:35])[S:33][CH:34]=4)=[O:29])[CH2:23]3)[CH2:36][CH2:37]2)=[CH:14][CH:13]=1. The catalyst class is: 5.